This data is from NCI-60 drug combinations with 297,098 pairs across 59 cell lines. The task is: Regression. Given two drug SMILES strings and cell line genomic features, predict the synergy score measuring deviation from expected non-interaction effect. (1) Drug 1: C1CCC(C(C1)N)N.C(=O)(C(=O)[O-])[O-].[Pt+4]. Drug 2: CC1CCCC2(C(O2)CC(NC(=O)CC(C(C(=O)C(C1O)C)(C)C)O)C(=CC3=CSC(=N3)C)C)C. Cell line: K-562. Synergy scores: CSS=50.8, Synergy_ZIP=-4.33, Synergy_Bliss=-4.98, Synergy_Loewe=-8.61, Synergy_HSA=-3.51. (2) Drug 1: C1=CC(=CC=C1CCC2=CNC3=C2C(=O)NC(=N3)N)C(=O)NC(CCC(=O)O)C(=O)O. Cell line: HL-60(TB). Synergy scores: CSS=89.3, Synergy_ZIP=6.08, Synergy_Bliss=6.38, Synergy_Loewe=6.27, Synergy_HSA=8.17. Drug 2: C1CN1P(=S)(N2CC2)N3CC3. (3) Drug 1: CC1=C(C=C(C=C1)NC2=NC=CC(=N2)N(C)C3=CC4=NN(C(=C4C=C3)C)C)S(=O)(=O)N.Cl. Drug 2: CCC(=C(C1=CC=CC=C1)C2=CC=C(C=C2)OCCN(C)C)C3=CC=CC=C3.C(C(=O)O)C(CC(=O)O)(C(=O)O)O. Cell line: NCI/ADR-RES. Synergy scores: CSS=2.43, Synergy_ZIP=1.80, Synergy_Bliss=3.28, Synergy_Loewe=0.435, Synergy_HSA=0.768. (4) Drug 1: CC(C)NC(=O)C1=CC=C(C=C1)CNNC.Cl. Drug 2: C1CNP(=O)(OC1)N(CCCl)CCCl. Cell line: NCI-H522. Synergy scores: CSS=3.50, Synergy_ZIP=-1.12, Synergy_Bliss=-3.68, Synergy_Loewe=-3.20, Synergy_HSA=-4.12. (5) Drug 1: CC(CN1CC(=O)NC(=O)C1)N2CC(=O)NC(=O)C2. Drug 2: C1C(C(OC1N2C=C(C(=O)NC2=O)F)CO)O. Cell line: NCI-H460. Synergy scores: CSS=66.0, Synergy_ZIP=-3.72, Synergy_Bliss=-6.14, Synergy_Loewe=-1.92, Synergy_HSA=1.87.